From a dataset of Peptide-MHC class I binding affinity with 185,985 pairs from IEDB/IMGT. Regression. Given a peptide amino acid sequence and an MHC pseudo amino acid sequence, predict their binding affinity value. This is MHC class I binding data. (1) The peptide sequence is DMLKLFTHDI. The MHC is HLA-A02:03 with pseudo-sequence HLA-A02:03. The binding affinity (normalized) is 0.743. (2) The MHC is HLA-B08:03 with pseudo-sequence HLA-B08:03. The peptide sequence is FENDIDEIL. The binding affinity (normalized) is 0.0847. (3) The binding affinity (normalized) is 0. The MHC is HLA-A03:01 with pseudo-sequence HLA-A03:01. The peptide sequence is LRTYTILNR. (4) The peptide sequence is WVMDTLNGIM. The binding affinity (normalized) is 0.523. The MHC is HLA-A02:01 with pseudo-sequence HLA-A02:01.